This data is from Full USPTO retrosynthesis dataset with 1.9M reactions from patents (1976-2016). The task is: Predict the reactants needed to synthesize the given product. (1) Given the product [CH3:8][C@H:4]1[NH:3][C@@H:2]([CH3:1])[CH2:7][N:6]([C:10]2[CH:19]=[CH:18][C:17]3[C:12](=[CH:13][CH:14]=[CH:15][CH:16]=3)[N:11]=2)[CH2:5]1, predict the reactants needed to synthesize it. The reactants are: [CH3:1][C@H:2]1[CH2:7][NH:6][CH2:5][C@@H:4]([CH3:8])[NH:3]1.Cl[C:10]1[CH:19]=[CH:18][C:17]2[C:12](=[CH:13][CH:14]=[CH:15][CH:16]=2)[N:11]=1. (2) The reactants are: Br[C:2]1[CH:3]=[N:4][C:5]([C:8]2[C:16]3[C:11](=[N:12][CH:13]=[CH:14][CH:15]=3)[N:10]([CH2:17][C:18]3[CH:23]=[CH:22][CH:21]=[CH:20][C:19]=3[F:24])[N:9]=2)=[N:6][CH:7]=1.[OH:25][CH2:26][C:27]1[CH:32]=[CH:31][CH:30]=[CH:29][C:28]=1B(O)O.C(=O)([O-])[O-].[Cs+].[Cs+]. Given the product [F:24][C:19]1[CH:20]=[CH:21][CH:22]=[CH:23][C:18]=1[CH2:17][N:10]1[C:11]2=[N:12][CH:13]=[CH:14][CH:15]=[C:16]2[C:8]([C:5]2[N:4]=[CH:3][C:2]([C:28]3[CH:29]=[CH:30][CH:31]=[CH:32][C:27]=3[CH2:26][OH:25])=[CH:7][N:6]=2)=[N:9]1, predict the reactants needed to synthesize it. (3) Given the product [Cl:11][C:7]1[CH:8]=[CH:9][CH:10]=[C:2]([Cl:1])[C:3]=1[C:4]([NH:18][CH2:17][CH:16]([C:19]1[CH:20]=[CH:21][C:22]([C:25]([F:28])([F:26])[F:27])=[N:23][CH:24]=1)[CH2:15][CH:12]1[CH2:13][CH2:14]1)=[O:6], predict the reactants needed to synthesize it. The reactants are: [Cl:1][C:2]1[CH:10]=[CH:9][CH:8]=[C:7]([Cl:11])[C:3]=1[C:4]([OH:6])=O.[CH:12]1([CH2:15][CH:16]([C:19]2[CH:20]=[CH:21][C:22]([C:25]([F:28])([F:27])[F:26])=[N:23][CH:24]=2)[CH2:17][NH2:18])[CH2:14][CH2:13]1. (4) Given the product [NH2:7][C@@H:8]1[CH2:11][C@@H:10]([NH:12][C:13]2[C:18]([C:19]#[N:20])=[CH:17][N:16]=[C:15]([NH:21][CH2:22][CH2:23][C:24]3[CH:29]=[CH:28][CH:27]=[C:26]([Cl:30])[CH:25]=3)[N:14]=2)[C:9]1([CH3:32])[CH3:31], predict the reactants needed to synthesize it. The reactants are: C(OC(=O)[NH:7][C@@H:8]1[CH2:11][C@@H:10]([NH:12][C:13]2[C:18]([C:19]#[N:20])=[CH:17][N:16]=[C:15]([NH:21][CH2:22][CH2:23][C:24]3[CH:29]=[CH:28][CH:27]=[C:26]([Cl:30])[CH:25]=3)[N:14]=2)[C:9]1([CH3:32])[CH3:31])(C)(C)C.C(O)(C(F)(F)F)=O. (5) Given the product [C:18]([O:17][C:15]([N:12]1[CH2:13][CH2:14][C:7]2([C:6]3[NH:24][NH:23][C:3](=[O:2])[C:5]=3[CH2:9][CH2:8]2)[CH2:10][CH2:11]1)=[O:16])([CH3:21])([CH3:20])[CH3:19], predict the reactants needed to synthesize it. The reactants are: C[O:2][C:3]([CH:5]1[CH2:9][CH2:8][C:7]2([CH2:14][CH2:13][N:12]([C:15]([O:17][C:18]([CH3:21])([CH3:20])[CH3:19])=[O:16])[CH2:11][CH2:10]2)[C:6]1=O)=O.[NH2:23][NH2:24]. (6) Given the product [Cl:1][C:2]1[CH:7]=[CH:6][CH:5]=[C:4]([CH3:8])[C:3]=1[NH:9][C:10]1[NH:11][C:12]2[C:18]3[CH2:19][C:20]([CH3:22])([CH3:23])[O:21][C:17]=3[C:16]([C:24]([NH:38][C:37]3[CH:39]=[CH:40][CH:41]=[C:35]([C:32]([F:31])([F:34])[CH3:33])[CH:36]=3)=[O:26])=[CH:15][C:13]=2[N:14]=1, predict the reactants needed to synthesize it. The reactants are: [Cl:1][C:2]1[CH:7]=[CH:6][CH:5]=[C:4]([CH3:8])[C:3]=1[NH:9][C:10]1[NH:11][C:12]2[C:18]3[CH2:19][C:20]([CH3:23])([CH3:22])[O:21][C:17]=3[C:16]([C:24]([OH:26])=O)=[CH:15][C:13]=2[N:14]=1.S(Cl)(Cl)=O.[F:31][C:32]([C:35]1[CH:36]=[C:37]([CH:39]=[CH:40][CH:41]=1)[NH2:38])([F:34])[CH3:33].CCN(C(C)C)C(C)C. (7) Given the product [Br:1][C:2]1[CH:8]=[C:7]2[C:5](=[C:4]([CH3:9])[CH:3]=1)[NH:6][C:22](=[O:23])[C:21]([F:20])=[CH:27]2, predict the reactants needed to synthesize it. The reactants are: [Br:1][C:2]1[CH:8]=[CH:7][C:5]([NH2:6])=[C:4]([CH3:9])[CH:3]=1.[Li+].C[Si]([N-][Si](C)(C)C)(C)C.[F:20]/[C:21](=[CH:27]\OC)/[C:22](OCC)=[O:23].Cl. (8) The reactants are: Cl[CH2:2][CH2:3][N:4]=[C:5]=[O:6].[CH3:7][O:8][C:9]1[CH:16]=[CH:15][CH:14]=[CH:13][C:10]=1[CH2:11][NH2:12]. Given the product [CH3:7][O:8][C:9]1[CH:16]=[CH:15][CH:14]=[CH:13][C:10]=1[CH2:11][NH:12][C:5]1[O:6][CH2:2][CH2:3][N:4]=1, predict the reactants needed to synthesize it. (9) Given the product [Br:1][C:2]1[C:3]([N:18]([CH3:23])[S:19]([CH3:22])(=[O:20])=[O:21])=[CH:4][C:5]2[O:9][C:8]([CH:10]3[CH2:11][CH2:12]3)=[C:7]([C:13]([NH:15][CH3:16])=[O:14])[C:6]=2[CH:17]=1, predict the reactants needed to synthesize it. The reactants are: [Br:1][C:2]1[C:3]([NH:18][S:19]([CH3:22])(=[O:21])=[O:20])=[CH:4][C:5]2[O:9][C:8]([CH:10]3[CH2:12][CH2:11]3)=[C:7]([C:13]([NH:15][CH3:16])=[O:14])[C:6]=2[CH:17]=1.[C:23]([O-])([O-])=O.[K+].[K+].CI. (10) Given the product [CH3:8][O:7][C:5]([C:4]1[CH:9]=[CH:10][C:11]2[N:12]=[C:19]([SH:20])[O:1][C:2]=2[C:3]=1[C:15]([O:17][CH3:18])=[O:16])=[O:6], predict the reactants needed to synthesize it. The reactants are: [OH:1][C:2]1[C:11]([N+:12]([O-])=O)=[CH:10][CH:9]=[C:4]([C:5]([O:7][CH3:8])=[O:6])[C:3]=1[C:15]([O:17][CH3:18])=[O:16].[C:19](=S)(OCC)[S-:20].[K+].